This data is from Forward reaction prediction with 1.9M reactions from USPTO patents (1976-2016). The task is: Predict the product of the given reaction. (1) Given the reactants Cl[C:2]1[CH:7]=[C:6]([C:8]2[CH:9]=[N:10][C:11]([O:16][CH3:17])=[C:12]([O:14][CH3:15])[CH:13]=2)[N:5]=[C:4]2[CH2:18][N:19]([C:22]3[CH:23]=[N:24][N:25]([CH2:27][C:28]([F:31])([F:30])[F:29])[CH:26]=3)[C:20](=[O:21])[C:3]=12.C(=O)([O-])[O-].[Na+].[Na+].[CH2:38](OB(OCC)OCC)[CH3:39].C1COCC1, predict the reaction product. The product is: [CH3:15][O:14][C:12]1[CH:13]=[C:8]([C:6]2[N:5]=[C:4]3[CH2:18][N:19]([C:22]4[CH:23]=[N:24][N:25]([CH2:27][C:28]([F:31])([F:30])[F:29])[CH:26]=4)[C:20](=[O:21])[C:3]3=[C:2]([CH2:38][CH3:39])[CH:7]=2)[CH:9]=[N:10][C:11]=1[O:16][CH3:17]. (2) Given the reactants [Br:1][C:2]1[CH:7]=[CH:6][C:5]([S:8]([N:11]2[CH2:18][CH2:17][C:14]3([O:16][CH2:15]3)[CH2:13][CH2:12]2)(=[O:10])=[O:9])=[CH:4][CH:3]=1.[CH3:19][O:20][CH2:21][CH2:22][NH2:23].[Al], predict the reaction product. The product is: [Br:1][C:2]1[CH:7]=[CH:6][C:5]([S:8]([N:11]2[CH2:18][CH2:17][C:14]([CH2:15][NH:23][CH2:22][CH2:21][O:20][CH3:19])([OH:16])[CH2:13][CH2:12]2)(=[O:10])=[O:9])=[CH:4][CH:3]=1. (3) Given the reactants C[O:2][C:3]([C:5]1[CH:13]=[C:12]2[C:8]([C:9]([CH:24]3[CH2:29][CH2:28][CH2:27][CH2:26][CH2:25]3)=[C:10](Br)[N:11]2[CH2:14][C:15]([N:17]2[CH2:22][CH2:21][O:20][CH2:19][CH2:18]2)=[O:16])=[CH:7][CH:6]=1)=[O:4].BrC1N(CC(N2CCOCC2)=O)C2C(C=1C1CCCCC1)=CC=C(C(O)=O)C=2.OC1C=CC(B(O)O)=CC=1.[C:68]([C:71]1[CH:76]=[CH:75][C:74](B(O)O)=[CH:73][CH:72]=1)(=[O:70])[CH3:69], predict the reaction product. The product is: [C:68]([C:71]1[CH:76]=[CH:75][C:74]([C:10]2[N:11]([CH2:14][C:15]([N:17]3[CH2:22][CH2:21][O:20][CH2:19][CH2:18]3)=[O:16])[C:12]3[C:8]([C:9]=2[CH:24]2[CH2:29][CH2:28][CH2:27][CH2:26][CH2:25]2)=[CH:7][CH:6]=[C:5]([C:3]([OH:2])=[O:4])[CH:13]=3)=[CH:73][CH:72]=1)(=[O:70])[CH3:69]. (4) The product is: [Cl:18][C:19]1[CH:24]=[CH:23][C:22]([CH2:25][CH2:26][N:7]2[C:8]3[C:4](=[CH:3][C:2]([CH3:1])=[CH:10][CH:9]=3)[C:5]3[C@H:16]4[NH:17][C@@H:12]([CH2:11][C:6]2=3)[CH2:13][CH2:14][CH2:15]4)=[CH:21][CH:20]=1. Given the reactants [CH3:1][C:2]1[CH:3]=[C:4]2[C:8](=[CH:9][CH:10]=1)[NH:7][C:6]1[CH2:11][CH:12]3[NH:17][CH:16]([C:5]2=1)[CH2:15][CH2:14][CH2:13]3.[Cl:18][C:19]1[CH:24]=[CH:23][C:22]([CH:25]=[CH2:26])=[CH:21][CH:20]=1, predict the reaction product. (5) The product is: [C:1]([O:5][C:6]([N:8]1[CH2:9][CH2:10][N:11]([C:14]2[N:19]=[C:18]([C:20]3[C:28]4[C:23](=[CH:24][N:25]=[C:26]([CH2:29][C:30]([OH:32])=[O:31])[CH:27]=4)[N:22]([CH:40]4[CH2:45][CH2:44][CH2:43][CH2:42][O:41]4)[N:21]=3)[CH:17]=[CH:16][CH:15]=2)[CH2:12][CH2:13]1)=[O:7])([CH3:4])([CH3:2])[CH3:3]. Given the reactants [C:1]([O:5][C:6]([N:8]1[CH2:13][CH2:12][N:11]([C:14]2[N:19]=[C:18]([C:20]3[C:28]4[C:23](=[CH:24][N:25]=[C:26]([CH:29](C(OCC)=O)[C:30]([O:32]CC)=[O:31])[CH:27]=4)[N:22]([CH:40]4[CH2:45][CH2:44][CH2:43][CH2:42][O:41]4)[N:21]=3)[CH:17]=[CH:16][CH:15]=2)[CH2:10][CH2:9]1)=[O:7])([CH3:4])([CH3:3])[CH3:2].[Li+].[OH-].Cl, predict the reaction product. (6) Given the reactants CN(C)/[CH:3]=[CH:4]/[C:5]([C:7]1[CH:8]=[N:9][CH:10]=[N:11][CH:12]=1)=O.[N+]([O-])(O)=O.[CH3:18][C:19]1[CH:24]=[CH:23][C:22]([N+:25]([O-:27])=[O:26])=[CH:21][C:20]=1[NH:28][C:29]([NH2:31])=[NH:30].[OH-].[Na+], predict the reaction product. The product is: [CH3:18][C:19]1[CH:24]=[CH:23][C:22]([N+:25]([O-:27])=[O:26])=[CH:21][C:20]=1[NH:28][C:29]1[N:31]=[C:5]([C:7]2[CH:8]=[N:9][CH:10]=[N:11][CH:12]=2)[CH:4]=[CH:3][N:30]=1.